From a dataset of Full USPTO retrosynthesis dataset with 1.9M reactions from patents (1976-2016). Predict the reactants needed to synthesize the given product. (1) Given the product [CH3:18][O:17][C:12]1[CH:13]=[CH:14][C:15]([S:2]([Cl:1])(=[O:5])=[O:3])=[CH:16][C:11]=1[NH:10][C:8](=[O:9])[C:7]([F:6])([F:20])[F:19], predict the reactants needed to synthesize it. The reactants are: [Cl:1][S:2]([OH:5])(=O)=[O:3].[F:6][C:7]([F:20])([F:19])[C:8]([NH:10][C:11]1[CH:16]=[CH:15][CH:14]=[CH:13][C:12]=1[O:17][CH3:18])=[O:9]. (2) Given the product [NH2:29][CH:6]([CH:12]1[CH2:20][C:19]2[C:14](=[CH:15][CH:16]=[C:17]([CH2:21][CH2:22][CH2:23][CH2:24][CH2:25][CH2:26][CH2:27][CH3:28])[CH:18]=2)[CH2:13]1)[C:5]([OH:33])=[O:4], predict the reactants needed to synthesize it. The reactants are: Cl.C([O:4][C:5](=[O:33])[C:6]([NH:29]C(=O)C)([CH:12]1[CH2:20][C:19]2[C:14](=[CH:15][CH:16]=[C:17]([CH2:21][CH2:22][CH2:23][CH2:24][CH2:25][CH2:26][CH2:27][CH3:28])[CH:18]=2)[CH2:13]1)C(OCC)=O)C. (3) Given the product [CH3:16][CH:17]([CH3:33])[C:18]([NH:20][C:21]1[CH:26]=[CH:25][CH:24]=[C:23]([CH:27]2[CH2:32][CH2:31][N:30]([CH2:8][C:7]3[C:2]([CH3:1])=[N:3][C:4]([C:10]4[CH:15]=[CH:14][CH:13]=[CH:12][CH:11]=4)=[N:5][CH:6]=3)[CH2:29][CH2:28]2)[CH:22]=1)=[O:19], predict the reactants needed to synthesize it. The reactants are: [CH3:1][C:2]1[C:7]([CH:8]=O)=[CH:6][N:5]=[C:4]([C:10]2[CH:15]=[CH:14][CH:13]=[CH:12][CH:11]=2)[N:3]=1.[CH3:16][CH:17]([CH3:33])[C:18]([NH:20][C:21]1[CH:26]=[CH:25][CH:24]=[C:23]([CH:27]2[CH2:32][CH2:31][NH:30][CH2:29][CH2:28]2)[CH:22]=1)=[O:19].